Dataset: Full USPTO retrosynthesis dataset with 1.9M reactions from patents (1976-2016). Task: Predict the reactants needed to synthesize the given product. (1) Given the product [CH2:1]([C:5]1[N:6]([CH2:10][C:11]2[CH:16]=[CH:15][CH:14]=[CH:13][C:12]=2[Cl:17])[C:7]([CH2:20][OH:22])=[CH:8][N:9]=1)[CH2:2][CH2:3][CH3:4], predict the reactants needed to synthesize it. The reactants are: [CH2:1]([C:5]1[N:6]([CH2:10][C:11]2[CH:16]=[CH:15][CH:14]=[CH:13][C:12]=2[Cl:17])[CH:7]=[CH:8][N:9]=1)[CH2:2][CH2:3][CH3:4].C=O.[C:20]([O-])(=[O:22])C.[Na+]. (2) Given the product [Cl:17][CH:18]([Cl:22])[C:19]([NH:5][C:4]1[CH:6]=[CH:7][CH:8]=[CH:9][C:3]=1[C:1]#[CH:2])=[O:20], predict the reactants needed to synthesize it. The reactants are: [C:1]([C:3]1[CH:9]=[CH:8][CH:7]=[CH:6][C:4]=1[NH2:5])#[CH:2].C(N(CC)CC)C.[Cl:17][CH:18]([Cl:22])[C:19](Cl)=[O:20].